This data is from B-cell epitopes from PDB crystal structures with 447 antigens. The task is: Token-level Classification. Given an antigen amino acid sequence, predict which amino acid positions are active epitope sites capable of antibody binding. Output is a list of indices for active positions. (1) Given the antigen sequence: SALHWRAAGAATVLLVIVLLAGSYLAVLAERGAPGAQLITYPRALWWACETATTVYGDLYPVTLWGRLVAVVVMVAGITSFGLVTAALATWFVGREQERR, which amino acid positions are active epitope sites? The epitope positions are: [21, 23, 25, 26, 27, 28, 29, 30, 31, 32, 33, 34, 35, 36, 37, 38, 39, 40, 41, 42]. The amino acids at these positions are: GYAVLAERGAPGAQLITYPR. (2) Given the antigen sequence: EVVLVNVTENFNWCKNDMVEQMHEDICSLWDQSLKPCVACPKVSFEPIPIHYCAPAGFAILKCNNKTFNGTGPCTNVSTVQCTHGIRPVVSSQLLLNGSLAEEEVVIRSCNFTDNAKTIIVQLNTSVEINCTGAGHCNIARAKWNNTLKQIASKLREQFGNNKTIIFKQSSGGDPEIVTHWFNCGGEFFYCNSTQLFNSTWFNSTWSGSDTITLPCRIKQIINMWCKVGKMMYAPPISGQIRCSSNITGLLLTRDGGNSNNESEIFRPGGGDMRDNWRSELYKYKVVKIE, which amino acid positions are active epitope sites? The epitope positions are: [114, 115, 170, 171, 172, 173, 174, 176, 177, 178, 189, 191, 214, 216, 227, 228, 229, 252, 253, 269... (23 total positions)]. The amino acids at these positions are: NASGGDPIVTYNPRVGKTRGGDM. (3) Given the antigen sequence: GEFSVCDSVSVWVGDKTTATDIKGKEVMVLGEVNINNSVFKQYFFETKCRDSGCRGIDSKHWNSYCTTTHTFVKALTMDGKQAAWRFIRIDTACVCVLSRKA, which amino acid positions are active epitope sites? The epitope positions are: [0, 1, 2, 3, 7, 9, 10, 11, 14, 21, 22, 23, 40, 42, 44, 46, 68, 69, 71, 88... (25 total positions)]. The amino acids at these positions are: GEFSSSVWDIKGKYFTTHFRTACVV. (4) Given the antigen sequence: GVFNYETETTSVIPAARLFKAFILDGDNLFPKVAPQAISSVENIEGNGGPGTIKKISFPEGLPFKYVKDRVDEVDHTNFKYNYSVIEGGPIGDTLEKISNEIKIVATPDGGSILKISNKYHTKGDHEVKAEQVKASKEMGETLLRAVESYLLAHSDAYN, which amino acid positions are active epitope sites? The epitope positions are: [41, 42, 43, 44, 45, 46, 47, 48, 49, 50, 51, 52, 69, 71, 75, 86, 96]. The amino acids at these positions are: ENIEGNGGPGTIRDHEK. (5) Given the antigen sequence: SIVPLYKLVHVFINTQYAGITKIGNQNFLTVFDSTSCNVVVASQECVGGACVCPNLQKYEKLKPKYISDGNVQVKFFDTGSAVGRGIEDSLTISQLTTSQQDIVLADELSQEVCILSADVVVGIAAPGCPNALKGKTVLENFVEENLIAPVFSIHHARFQDGEHFGEIIFGGSDWKYVDGEFTYVPLVGDDSWKFRLDGVKIGDTTVAPAGTQAIIDTSKAIIVGPKAYVNPINEAIGCVVEKTTTRRICKLDCSKIPSLPDVTFVINGRNFNISSQYYIQQNGNLCYSGFQPCGHSDHFFIGDFFVDHYYSEFNWENKTMGFGRSVES, which amino acid positions are active epitope sites? The epitope positions are: [201, 202, 203, 233, 234, 235, 236, 237, 238, 252, 254, 255, 257, 258, 260, 261, 274, 276]. The amino acids at these positions are: IGDNEAIGCDSKPSPDSQ.